Dataset: Full USPTO retrosynthesis dataset with 1.9M reactions from patents (1976-2016). Task: Predict the reactants needed to synthesize the given product. Given the product [OH:4][C:5]1[C:6]([CH2:8][C:7]([CH3:12])=[CH2:6])=[C:7]([CH:12]=[CH:13][CH:14]=1)[C:8]([O:10][CH3:11])=[O:9], predict the reactants needed to synthesize it. The reactants are: CC(=C)C[O:4][C:5]1[CH:6]=[C:7]([CH:12]=[CH:13][CH:14]=1)[C:8]([O:10][CH3:11])=[O:9].